This data is from Reaction yield outcomes from USPTO patents with 853,638 reactions. The task is: Predict the reaction yield, written as a fraction of the theoretical maximum amount of product (1.0 means a 100% yield; for example, 0.34 means a 34% yield). (1) The reactants are [N+:1]([C:4]1[CH:9]=[CH:8][CH:7]=[CH:6][C:5]=1[C:10]1[O:14][C:13]([C:15]2[CH:23]=[CH:22][C:18]([C:19]([OH:21])=[O:20])=[CH:17][CH:16]=2)=[N:12][N:11]=1)([O-:3])=[O:2].S(=O)(=O)(O)O.[CH2:29](O)[CH3:30]. No catalyst specified. The product is [N+:1]([C:4]1[CH:9]=[CH:8][CH:7]=[CH:6][C:5]=1[C:10]1[O:14][C:13]([C:15]2[CH:23]=[CH:22][C:18]([C:19]([O:21][CH2:29][CH3:30])=[O:20])=[CH:17][CH:16]=2)=[N:12][N:11]=1)([O-:3])=[O:2]. The yield is 0.240. (2) The reactants are [Cl:1][CH2:2][CH2:3][C:4]([NH:6][CH:7]1[CH2:13][CH:12]2[N:14]([C:15]3[C:24]4[C:19](=[CH:20][CH:21]=[CH:22][CH:23]=4)[C:18]([C:25]#[N:26])=[CH:17][CH:16]=3)[CH:9]([CH2:10][CH2:11]2)[CH2:8]1)=[O:5].[CH2:27]([N:29]1[CH2:34][CH2:33][NH:32][CH2:31][CH2:30]1)[CH3:28].C(=O)([O-])[O-].[K+].[K+]. The catalyst is C(#N)C.C(OCC)(=O)C. The yield is 0.460. The product is [ClH:1].[ClH:1].[C:25]([C:18]1[C:19]2[C:24](=[CH:23][CH:22]=[CH:21][CH:20]=2)[C:15]([N:14]2[CH:12]3[CH2:11][CH2:10][CH:9]2[CH2:8][CH:7]([NH:6][C:4](=[O:5])[CH2:3][CH2:2][N:32]2[CH2:33][CH2:34][N:29]([CH2:27][CH3:28])[CH2:30][CH2:31]2)[CH2:13]3)=[CH:16][CH:17]=1)#[N:26]. (3) The reactants are [CH:1]1([CH2:6][OH:7])[CH2:5][CH2:4][CH2:3][CH2:2]1.[S:8](Cl)([C:11]1[CH:17]=[CH:16][C:14]([CH3:15])=[CH:13][CH:12]=1)(=[O:10])=[O:9].CCN(CC)CC. The catalyst is CN(C1C=CN=CC=1)C. The product is [S:8]([C:11]1[CH:17]=[CH:16][C:14]([CH3:15])=[CH:13][CH:12]=1)([O:7][CH2:6][CH:1]1[CH2:5][CH2:4][CH2:3][CH2:2]1)(=[O:10])=[O:9]. The yield is 0.950. (4) The reactants are Cl.Cl.[N:3]1([C:8]([CH:10]2[CH2:15][CH2:14][CH2:13][N:12]([CH:16]3[CH2:21][CH2:20][NH:19][CH2:18][CH2:17]3)[CH2:11]2)=[O:9])[CH2:7][CH2:6][CH2:5][CH2:4]1.[NH2:22][C:23]1[S:24][C:25]2[CH:34]=[CH:33][CH:32]=[CH:31][C:26]=2[C:27]=1[C:28](O)=[O:29]. No catalyst specified. The product is [N:3]1([C:8]([CH:10]2[CH2:15][CH2:14][CH2:13][N:12]([CH:16]3[CH2:17][CH2:18][N:19]([C:28]([C:27]4[C:26]5[CH:31]=[CH:32][CH:33]=[CH:34][C:25]=5[S:24][C:23]=4[NH2:22])=[O:29])[CH2:20][CH2:21]3)[CH2:11]2)=[O:9])[CH2:7][CH2:6][CH2:5][CH2:4]1. The yield is 0.540. (5) The reactants are [O:1]1[CH:5]=[CH:4][CH:3]=[C:2]1[C:6]1[O:7][C:8]([CH3:23])=[C:9]([CH2:11][O:12][C:13]2[CH:20]=[CH:19][C:16]([CH:17]=[O:18])=[C:15]([O:21][CH3:22])[CH:14]=2)[N:10]=1.C(O)C.[BH4-].[Na+].O. The catalyst is O1CCCC1. The product is [O:1]1[CH:5]=[CH:4][CH:3]=[C:2]1[C:6]1[O:7][C:8]([CH3:23])=[C:9]([CH2:11][O:12][C:13]2[CH:20]=[CH:19][C:16]([CH2:17][OH:18])=[C:15]([O:21][CH3:22])[CH:14]=2)[N:10]=1. The yield is 0.960. (6) The catalyst is C1COCC1.O. The product is [Br:1][C:2]1[CH:3]=[CH:4][C:5]([CH:8]([OH:22])[C:9]([NH:10][C:11]2[CH:16]=[CH:15][C:14]([C:17]([F:19])([F:20])[F:18])=[CH:13][CH:12]=2)=[O:21])=[CH:6][CH:7]=1. The yield is 0.988. The reactants are [Br:1][C:2]1[CH:7]=[CH:6][C:5]([CH:8]([O:22]C(=O)C)[C:9](=[O:21])[NH:10][C:11]2[CH:16]=[CH:15][C:14]([C:17]([F:20])([F:19])[F:18])=[CH:13][CH:12]=2)=[CH:4][CH:3]=1. (7) The reactants are Br[CH2:2][C:3]([C:5]1[C:6](=[O:17])[N:7]([CH3:16])[C:8]2[C:13]([CH:14]=1)=[CH:12][CH:11]=[CH:10][C:9]=2[Cl:15])=O.[CH3:18][C:19]1[CH:20]=[C:21]([NH:26][C:27]([NH2:29])=[S:28])[CH:22]=[C:23]([CH3:25])[CH:24]=1. The catalyst is C(O)C. The product is [Cl:15][C:9]1[CH:10]=[CH:11][CH:12]=[C:13]2[C:8]=1[N:7]([CH3:16])[C:6](=[O:17])[C:5]([C:3]1[N:29]=[C:27]([NH:26][C:21]3[CH:20]=[C:19]([CH3:18])[CH:24]=[C:23]([CH3:25])[CH:22]=3)[S:28][CH:2]=1)=[CH:14]2. The yield is 0.500.